Dataset: Catalyst prediction with 721,799 reactions and 888 catalyst types from USPTO. Task: Predict which catalyst facilitates the given reaction. (1) Reactant: C(CC1[C:14]2[C:9](=[CH:10][CH:11]=[CH:12][CH:13]=2)[C:8]([C:15]2[N:20]=[C:19]([NH2:21])[CH:18]=[CH:17][CH:16]=2)=CC=1)(O)=O.[CH2:22]([N:30]1[CH2:35][CH2:34][NH:33][CH2:32][CH2:31]1)[CH2:23][C:24]1[CH:29]=[CH:28][CH:27]=[CH:26][CH:25]=1.C(N(CC)CC)C.ON1[C:48]2[CH:49]=[CH:50][CH:51]=C[C:47]=2N=N1.C[OH:54].C(Cl)Cl. Product: [C:24]1([CH2:23][CH2:22][N:30]2[CH2:31][CH2:32][N:33]([C:51]([C:50]3[C:14]4[C:9](=[CH:10][CH:11]=[CH:12][CH:13]=4)[C:8]([C:15]4[N:20]=[C:19]([NH2:21])[CH:18]=[CH:17][CH:16]=4)=[C:48]([CH3:47])[CH:49]=3)=[O:54])[CH2:34][CH2:35]2)[CH:25]=[CH:26][CH:27]=[CH:28][CH:29]=1. The catalyst class is: 10. (2) Reactant: [F:1][C:2]1[CH:7]=[CH:6][C:5]([C:8](=[O:10])[CH3:9])=[C:4]([OH:11])[CH:3]=1.[CH3:12][N:13]1[CH2:18][CH2:17][C:16](=O)[CH2:15][CH2:14]1.N1CCCC1. Product: [F:1][C:2]1[CH:7]=[CH:6][C:5]2[C:8](=[O:10])[CH2:9][C:16]3([O:11][C:4]=2[CH:3]=1)[CH2:17][CH2:18][N:13]([CH3:12])[CH2:14][CH2:15]3. The catalyst class is: 138. (3) Reactant: [CH:1]1([C:7]2[CH:8]=[C:9]3[C:14](=[CH:15][CH:16]=2)[CH2:13][N:12]([S:17]([CH2:20][CH:21]([CH:25]([CH3:27])[CH3:26])C(O)=O)(=[O:19])=[O:18])[CH2:11][CH2:10]3)[CH2:6][CH2:5][CH2:4][CH2:3][CH2:2]1.C(Cl)(=O)C(Cl)=[O:30].C[N:35](C)[CH:36]=[O:37]. Product: [CH:1]1([C:7]2[CH:8]=[C:9]3[C:14](=[CH:15][CH:16]=2)[CH2:13][N:12]([S:17]([CH2:20][CH:21]([CH:25]([CH3:27])[CH3:26])[C:36]([NH:35][OH:30])=[O:37])(=[O:19])=[O:18])[CH2:11][CH2:10]3)[CH2:2][CH2:3][CH2:4][CH2:5][CH2:6]1. The catalyst class is: 4. (4) Reactant: ClC1C=CC([O:6][C:7]2[C:16]3[C:11](=[CH:12][C:13]([O:19][CH2:20][CH2:21][CH2:22][N:23]4[CH2:28][CH2:27][S:26](=[O:30])(=[O:29])[CH2:25][CH2:24]4)=[C:14]([O:17][CH3:18])[CH:15]=3)[N:10]=[CH:9][N:8]=2)=C(F)C=1.C(=O)([O-])O.[Na+]. Product: [O:30]=[S:26]1(=[O:29])[CH2:25][CH2:24][N:23]([CH2:22][CH2:21][CH2:20][O:19][C:13]2[CH:12]=[C:11]3[C:16]([C:7](=[O:6])[NH:8][CH:9]=[N:10]3)=[CH:15][C:14]=2[O:17][CH3:18])[CH2:28][CH2:27]1. The catalyst class is: 126.